Dataset: NCI-60 drug combinations with 297,098 pairs across 59 cell lines. Task: Regression. Given two drug SMILES strings and cell line genomic features, predict the synergy score measuring deviation from expected non-interaction effect. (1) Drug 1: CC1=C2C(C(=O)C3(C(CC4C(C3C(C(C2(C)C)(CC1OC(=O)C(C(C5=CC=CC=C5)NC(=O)OC(C)(C)C)O)O)OC(=O)C6=CC=CC=C6)(CO4)OC(=O)C)OC)C)OC. Drug 2: CC(C)CN1C=NC2=C1C3=CC=CC=C3N=C2N. Cell line: SK-MEL-28. Synergy scores: CSS=17.6, Synergy_ZIP=-0.295, Synergy_Bliss=-3.08, Synergy_Loewe=-19.0, Synergy_HSA=-3.80. (2) Drug 1: CN(C(=O)NC(C=O)C(C(C(CO)O)O)O)N=O. Drug 2: N.N.Cl[Pt+2]Cl. Cell line: HL-60(TB). Synergy scores: CSS=60.3, Synergy_ZIP=1.12, Synergy_Bliss=2.89, Synergy_Loewe=-7.14, Synergy_HSA=4.81. (3) Drug 1: CC=C1C(=O)NC(C(=O)OC2CC(=O)NC(C(=O)NC(CSSCCC=C2)C(=O)N1)C(C)C)C(C)C. Drug 2: CCC1(CC2CC(C3=C(CCN(C2)C1)C4=CC=CC=C4N3)(C5=C(C=C6C(=C5)C78CCN9C7C(C=CC9)(C(C(C8N6C)(C(=O)OC)O)OC(=O)C)CC)OC)C(=O)OC)O.OS(=O)(=O)O. Cell line: OVCAR-8. Synergy scores: CSS=6.02, Synergy_ZIP=-6.16, Synergy_Bliss=3.58, Synergy_Loewe=-12.3, Synergy_HSA=1.83. (4) Drug 1: CC1=C(C=C(C=C1)NC2=NC=CC(=N2)N(C)C3=CC4=NN(C(=C4C=C3)C)C)S(=O)(=O)N.Cl. Drug 2: COCCOC1=C(C=C2C(=C1)C(=NC=N2)NC3=CC=CC(=C3)C#C)OCCOC.Cl. Cell line: ACHN. Synergy scores: CSS=28.2, Synergy_ZIP=2.37, Synergy_Bliss=2.90, Synergy_Loewe=5.32, Synergy_HSA=6.32.